From a dataset of Full USPTO retrosynthesis dataset with 1.9M reactions from patents (1976-2016). Predict the reactants needed to synthesize the given product. Given the product [CH3:1][N:2]1[CH:6]=[N:5][N:4]=[C:3]1[S:7][CH2:8][CH2:9][S:10][C:11]1[CH:16]=[CH:15][C:14]([NH2:17])=[CH:13][CH:12]=1, predict the reactants needed to synthesize it. The reactants are: [CH3:1][N:2]1[CH:6]=[N:5][N:4]=[C:3]1[S:7][CH2:8][CH2:9][S:10][C:11]1[CH:16]=[CH:15][C:14]([N+:17]([O-])=O)=[CH:13][CH:12]=1.[Cl-].[Ca+2].[Cl-].